This data is from Catalyst prediction with 721,799 reactions and 888 catalyst types from USPTO. The task is: Predict which catalyst facilitates the given reaction. (1) Reactant: [C:1]([C:4]1[CH:5]=[C:6]([CH:17]=[CH:18][CH:19]=1)[O:7][C:8]1[CH:13]=[CH:12][C:11]([N+:14]([O-:16])=[O:15])=[CH:10][CH:9]=1)(O)=[O:2].C[CH2:21][N:22]=C=NCCCN(C)C.Cl.CN1CCOCC1.CN. Product: [CH3:21][NH:22][C:1]([C:4]1[CH:5]=[C:6]([CH:17]=[CH:18][CH:19]=1)[O:7][C:8]1[CH:13]=[CH:12][C:11]([N+:14]([O-:16])=[O:15])=[CH:10][CH:9]=1)=[O:2]. The catalyst class is: 2. (2) The catalyst class is: 8. Reactant: [Cl:1][C:2]1[CH:3]=[C:4]([C:8]([N:10]=[C:11]=[S:12])=[O:9])[CH:5]=[CH:6][CH:7]=1.[CH3:13][O:14][C:15]1[CH:16]=[C:17]2[C:22](=[CH:23][C:24]=1[O:25][CH3:26])[N:21]=[CH:20][CH:19]=[C:18]2[O:27][C:28]1[CH:34]=[CH:33][C:31]([NH2:32])=[C:30]([CH3:35])[C:29]=1[CH3:36].C1(C)C=CC=CC=1. Product: [Cl:1][C:2]1[CH:3]=[C:4]([CH:5]=[CH:6][CH:7]=1)[C:8]([NH:10][C:11]([NH:32][C:31]1[CH:33]=[CH:34][C:28]([O:27][C:18]2[C:17]3[C:22](=[CH:23][C:24]([O:25][CH3:26])=[C:15]([O:14][CH3:13])[CH:16]=3)[N:21]=[CH:20][CH:19]=2)=[C:29]([CH3:36])[C:30]=1[CH3:35])=[S:12])=[O:9]. (3) Reactant: [OH:1][CH:2]([CH2:7][CH2:8][CH2:9][CH3:10])[C:3]([O:5][CH3:6])=[O:4].[O:11]1[CH:16]=[CH:15][CH2:14][CH2:13][CH2:12]1.C1(C)C=CC(S(O)(=O)=O)=CC=1. Product: [O:11]1[CH2:16][CH2:15][CH2:14][CH2:13][CH:12]1[O:1][CH:2]([CH2:7][CH2:8][CH2:9][CH3:10])[C:3]([O:5][CH3:6])=[O:4]. The catalyst class is: 448. (4) Reactant: [OH:1][CH2:2][C:3]1[CH:8]=[C:7]([C:9]([F:12])([F:11])[F:10])[N:6]=[C:5]([O:13][C@@H:14]2[CH2:19][CH2:18][C@H:17]([N:20]3[CH2:23][C:22]([CH2:46][C:47]#[N:48])([N:24]4[CH:28]=[C:27]([C:29]5[C:30]6[CH:37]=[CH:36][N:35]([CH2:38][O:39][CH2:40][CH2:41][Si:42]([CH3:45])([CH3:44])[CH3:43])[C:31]=6[N:32]=[CH:33][N:34]=5)[CH:26]=[N:25]4)[CH2:21]3)[CH2:16][CH2:15]2)[CH:4]=1.C(N(CC)C(C)C)(C)C.[CH3:58][S:59](Cl)(=[O:61])=[O:60].CCOC(C)=O. Product: [CH3:58][S:59]([O:1][CH2:2][C:3]1[CH:8]=[C:7]([C:9]([F:11])([F:10])[F:12])[N:6]=[C:5]([O:13][C@H:14]2[CH2:15][CH2:16][C@@H:17]([N:20]3[CH2:21][C:22]([CH2:46][C:47]#[N:48])([N:24]4[CH:28]=[C:27]([C:29]5[C:30]6[CH:37]=[CH:36][N:35]([CH2:38][O:39][CH2:40][CH2:41][Si:42]([CH3:43])([CH3:44])[CH3:45])[C:31]=6[N:32]=[CH:33][N:34]=5)[CH:26]=[N:25]4)[CH2:23]3)[CH2:18][CH2:19]2)[CH:4]=1)(=[O:61])=[O:60]. The catalyst class is: 2. (5) The catalyst class is: 6. Reactant: [O:1]=[CH:2][C@@H:3]([C@@H:5]([C@@H:7]([C@H:9]([CH3:11])[OH:10])[OH:8])[OH:6])[OH:4]. Product: [O:1]=[CH:2][C@H:3]([C@@H:5]([C@@H:7]([C@H:9]([CH3:11])[OH:10])[OH:8])[OH:6])[OH:4].